Predict the product of the given reaction. From a dataset of Forward reaction prediction with 1.9M reactions from USPTO patents (1976-2016). (1) Given the reactants [NH:1](C(OCC1C2C(=CC=CC=2)C2C1=CC=CC=2)=O)[C@H:2]([C:24]([O:26][CH3:27])=[O:25])[CH2:3][S:4][C:5]([C:18]1[CH:23]=[CH:22][CH:21]=[CH:20][CH:19]=1)([C:12]1[CH:17]=[CH:16][CH:15]=[CH:14][CH:13]=1)[C:6]1[CH:11]=[CH:10][CH:9]=[CH:8][CH:7]=1.C(NCC)C, predict the reaction product. The product is: [NH2:1][C@H:2]([C:24]([O:26][CH3:27])=[O:25])[CH2:3][S:4][C:5]([C:6]1[CH:11]=[CH:10][CH:9]=[CH:8][CH:7]=1)([C:18]1[CH:19]=[CH:20][CH:21]=[CH:22][CH:23]=1)[C:12]1[CH:13]=[CH:14][CH:15]=[CH:16][CH:17]=1. (2) Given the reactants [C:1]([CH2:6][CH2:7][N:8]([C:28]([O:30][C:31]([CH3:34])([CH3:33])[CH3:32])=[O:29])[CH2:9][CH2:10][CH2:11][CH2:12][N:13]([CH2:21][CH2:22][C:23]([O:25][CH2:26][CH3:27])=[O:24])[C:14]([O:16][C:17]([CH3:20])([CH3:19])[CH3:18])=[O:15])([O:3][CH2:4][CH3:5])=[O:2].CN([C:38]1[CH:43]=[CH:42][CH:41]=[CH:40]N=1)C.C(O)C[CH2:46][CH2:47][CH2:48][CH2:49][CH2:50][CH2:51]/[CH:52]=[CH:53]\[CH2:54][CH2:55][CH2:56][CH2:57][CH2:58][CH2:59][CH2:60][CH3:61].CCN=C=N[CH2:68][CH2:69][CH2:70]N(C)C, predict the reaction product. The product is: [CH2:26]([O:25][C:23](=[O:24])[CH2:22][CH2:21][N:13]([C:14]([O:16][C:17]([CH3:18])([CH3:19])[CH3:20])=[O:15])[CH2:12][CH2:11][CH2:10][CH2:9][N:8]([C:28]([O:30][C:31]([CH3:32])([CH3:33])[CH3:34])=[O:29])[CH2:7][CH2:6][C:1]([O:3][CH2:4][CH2:5][CH2:61][CH2:60][CH2:59][CH2:58][CH2:57][CH:56]=[CH:55][CH2:54][CH2:53][CH2:52][CH2:51][CH2:50][CH2:49][CH2:48][CH2:47][CH3:46])=[O:2])[CH2:27][CH2:38][CH2:43][CH2:42][CH2:41][CH2:40][CH:46]=[CH:47][CH2:48][CH2:49][CH2:50][CH2:51][CH2:52][CH2:53][CH2:70][CH2:69][CH3:68].